Task: Binary Classification. Given a T-cell receptor sequence (or CDR3 region) and an epitope sequence, predict whether binding occurs between them.. Dataset: TCR-epitope binding with 47,182 pairs between 192 epitopes and 23,139 TCRs (1) The epitope is GILGFVFTL. The TCR CDR3 sequence is CASSIRSQDTQYF. Result: 1 (the TCR binds to the epitope). (2) The epitope is LLWNGPMAV. The TCR CDR3 sequence is CSARDGQGMNTGELFF. Result: 0 (the TCR does not bind to the epitope). (3) The epitope is KRWIIMGLNK. The TCR CDR3 sequence is CASREGRGGTEAFF. Result: 1 (the TCR binds to the epitope). (4) The epitope is KRWIIMGLNK. The TCR CDR3 sequence is CASRGPGLAFELFF. Result: 0 (the TCR does not bind to the epitope).